The task is: Regression. Given two drug SMILES strings and cell line genomic features, predict the synergy score measuring deviation from expected non-interaction effect.. This data is from NCI-60 drug combinations with 297,098 pairs across 59 cell lines. (1) Drug 1: C1CC(C1)(C(=O)O)C(=O)O.[NH2-].[NH2-].[Pt+2]. Drug 2: COCCOC1=C(C=C2C(=C1)C(=NC=N2)NC3=CC=CC(=C3)C#C)OCCOC.Cl. Cell line: NCIH23. Synergy scores: CSS=10.6, Synergy_ZIP=-1.21, Synergy_Bliss=4.51, Synergy_Loewe=4.25, Synergy_HSA=4.74. (2) Drug 1: CC1=C(N=C(N=C1N)C(CC(=O)N)NCC(C(=O)N)N)C(=O)NC(C(C2=CN=CN2)OC3C(C(C(C(O3)CO)O)O)OC4C(C(C(C(O4)CO)O)OC(=O)N)O)C(=O)NC(C)C(C(C)C(=O)NC(C(C)O)C(=O)NCCC5=NC(=CS5)C6=NC(=CS6)C(=O)NCCC[S+](C)C)O. Drug 2: CNC(=O)C1=NC=CC(=C1)OC2=CC=C(C=C2)NC(=O)NC3=CC(=C(C=C3)Cl)C(F)(F)F. Cell line: MDA-MB-435. Synergy scores: CSS=-4.52, Synergy_ZIP=3.84, Synergy_Bliss=3.16, Synergy_Loewe=-1.01, Synergy_HSA=-1.85.